From a dataset of Full USPTO retrosynthesis dataset with 1.9M reactions from patents (1976-2016). Predict the reactants needed to synthesize the given product. (1) Given the product [C:1]([C:5]1[S:9][C:8]2[NH:10][C:14](=[O:16])[O:13][C:11](=[O:12])[C:7]=2[CH:6]=1)([CH3:4])([CH3:2])[CH3:3], predict the reactants needed to synthesize it. The reactants are: [C:1]([C:5]1[S:9][C:8]([NH2:10])=[C:7]([C:11]([O:13][CH3:14])=[O:12])[CH:6]=1)([CH3:4])([CH3:3])[CH3:2].C[OH:16].[OH-].[K+]. (2) Given the product [CH2:29]([C:13]1[C:14]([S:18][C:19]2[CH:26]=[C:23]([C:24]#[N:25])[CH:22]=[C:21]([CH:20]=2)[C:27]#[N:28])=[C:15]([CH2:16][CH3:17])[N:11]([CH2:10][CH2:9][OH:8])[N:12]=1)[CH3:30], predict the reactants needed to synthesize it. The reactants are: [Si]([O:8][CH2:9][CH2:10][N:11]1[C:15]([CH2:16][CH3:17])=[C:14]([S:18][C:19]2[CH:20]=[C:21]([C:27]#[N:28])[CH:22]=[C:23]([CH:26]=2)[C:24]#[N:25])[C:13]([CH2:29][CH3:30])=[N:12]1)(C(C)(C)C)(C)C.[F-].C([N+](CCCC)(CCCC)CCCC)CCC. (3) Given the product [O:14]([C:21]1[CH:22]=[C:23]([NH:24][CH2:9][C:8]2[CH:11]=[CH:12][CH:13]=[C:6]([CH:1]3[CH2:5][CH2:4][CH2:3][CH2:2]3)[CH:7]=2)[CH:25]=[CH:26][CH:27]=1)[C:15]1[CH:16]=[CH:17][CH:18]=[CH:19][CH:20]=1, predict the reactants needed to synthesize it. The reactants are: [CH:1]1([C:6]2[CH:7]=[C:8]([CH:11]=[CH:12][CH:13]=2)[CH:9]=O)[CH2:5][CH2:4][CH2:3][CH2:2]1.[O:14]([C:21]1[CH:22]=[C:23]([CH:25]=[CH:26][CH:27]=1)[NH2:24])[C:15]1[CH:20]=[CH:19][CH:18]=[CH:17][CH:16]=1.[BH-](OC(C)=O)(OC(C)=O)OC(C)=O.[Na+].C(O)(=O)C. (4) Given the product [NH2:9][CH2:8][C:7]1[C:2]([NH2:1])=[N:3][C:4]([C:18]2[CH:23]=[CH:22][CH:21]=[CH:20][CH:19]=2)=[N:5][C:6]=1[C:10]1[CH:15]=[CH:14][C:13]([Cl:16])=[CH:12][C:11]=1[Cl:17], predict the reactants needed to synthesize it. The reactants are: [NH2:1][C:2]1[C:7]([C:8]#[N:9])=[C:6]([C:10]2[CH:15]=[CH:14][C:13]([Cl:16])=[CH:12][C:11]=2[Cl:17])[N:5]=[C:4]([C:18]2[CH:23]=[CH:22][CH:21]=[CH:20][CH:19]=2)[N:3]=1.[H-].[H-].[H-].[H-].[Li+].[Al+3].O.C(OCC)(=O)C. (5) Given the product [CH3:14][CH:15]([CH3:31])[C:16]([NH:18][C:19]1[CH:24]=[CH:23][CH:22]=[C:21]([CH:25]2[CH2:30][CH2:29][N:28]([CH:2]([CH3:13])[CH2:3][CH2:4][C:5](=[O:6])[C:7]3[CH:12]=[CH:11][CH:10]=[CH:9][CH:8]=3)[CH2:27][CH2:26]2)[CH:20]=1)=[O:17], predict the reactants needed to synthesize it. The reactants are: Cl[CH:2]([CH3:13])[CH2:3][CH2:4][C:5]([C:7]1[CH:12]=[CH:11][CH:10]=[CH:9][CH:8]=1)=[O:6].[CH3:14][CH:15]([CH3:31])[C:16]([NH:18][C:19]1[CH:24]=[CH:23][CH:22]=[C:21]([CH:25]2[CH2:30][CH2:29][NH:28][CH2:27][CH2:26]2)[CH:20]=1)=[O:17]. (6) Given the product [CH:3]1([NH:9][C:10]([C:12]2[C:13]([S:29][CH2:30][CH2:31][CH3:32])=[N:14][C:15]([N:18]3[CH2:23][CH2:22][CH2:21][C@@H:20]([CH2:24][C:25]([OH:27])=[O:26])[CH2:19]3)=[N:16][CH:17]=2)=[O:11])[CH2:4][CH2:5][CH2:6][CH2:7][CH2:8]1, predict the reactants needed to synthesize it. The reactants are: [OH-].[Na+].[CH:3]1([NH:9][C:10]([C:12]2[C:13]([S:29][CH2:30][CH2:31][CH3:32])=[N:14][C:15]([N:18]3[CH2:23][CH2:22][CH2:21][C@@H:20]([CH2:24][C:25]([O:27]C)=[O:26])[CH2:19]3)=[N:16][CH:17]=2)=[O:11])[CH2:8][CH2:7][CH2:6][CH2:5][CH2:4]1.Cl. (7) Given the product [N:8]1[CH:9]=[CH:10][N:11]2[CH:28]=[CH:27][C:26]([C:25]([OH:24])([CH3:36])[CH3:13])=[N:6][C:7]=12, predict the reactants needed to synthesize it. The reactants are: S(O)(O)(=O)=O.[NH2:6][C:7]1[NH:8][CH:9]=[CH:10][N:11]=1.N[C:13]1NC=CN=1.C[O-].[Na+].C([O:24][CH:25]([CH3:36])[C:26](=O)[CH2:27][CH:28](OCC)OCC)(=O)C.Cl.C.